This data is from Catalyst prediction with 721,799 reactions and 888 catalyst types from USPTO. The task is: Predict which catalyst facilitates the given reaction. (1) Product: [F:19][C:20]([F:24])([F:23])[CH2:21][S:16][C:14]1[CH:15]=[C:10]([C:11]([F:18])=[CH:12][C:13]=1[CH3:17])[NH2:9]. Reactant: [OH-].[K+].OCS([O-])=O.[Na+].[NH2:9][C:10]1[C:11]([F:18])=[CH:12][C:13]([CH3:17])=[C:14]([SH:16])[CH:15]=1.[F:19][C:20]([F:24])([F:23])[CH2:21]I. The catalyst class is: 18. (2) Reactant: [C:1]1([C:7]2[CH:8]=[C:9]3[C:13](=[CH:14][CH:15]=2)[NH:12][C:11](=[O:16])[CH2:10]3)[CH:6]=[CH:5][CH:4]=[CH:3][CH:2]=1.[CH2:17]([N:19]([CH2:34][CH3:35])[CH2:20][CH2:21][CH2:22][C:23]1[CH:24]=[C:25]2[C:29](=[CH:30][CH:31]=1)[NH:28][C:27]([CH:32]=O)=[CH:26]2)[CH3:18].N1CCCCC1. Product: [CH2:34]([N:19]([CH2:17][CH3:18])[CH2:20][CH2:21][CH2:22][C:23]1[CH:24]=[C:25]2[C:29](=[CH:30][CH:31]=1)[NH:28][C:27]([CH:32]=[C:10]1[C:9]3[C:13](=[CH:14][CH:15]=[C:7]([C:1]4[CH:2]=[CH:3][CH:4]=[CH:5][CH:6]=4)[CH:8]=3)[NH:12][C:11]1=[O:16])=[CH:26]2)[CH3:35]. The catalyst class is: 8.